Dataset: Catalyst prediction with 721,799 reactions and 888 catalyst types from USPTO. Task: Predict which catalyst facilitates the given reaction. (1) Reactant: [N:1]1[C:10]2[C:5](=[CH:6][CH:7]=[CH:8][CH:9]=2)[CH:4]=[CH:3][C:2]=1[N:11]1[CH2:16][CH2:15][N:14]([CH2:17][CH2:18][CH2:19][CH2:20][C:21]2[O:26][C:25](=[O:27])[C:24]3[CH:28]=[CH:29][CH:30]=[CH:31][C:23]=3[N:22]=2)[CH2:13][CH2:12]1.[CH:32]([NH2:35])([CH3:34])[CH3:33]. Product: [CH:32]([NH:35][C:25](=[O:27])[C:24]1[CH:28]=[CH:29][CH:30]=[CH:31][C:23]=1[NH:22][C:21](=[O:26])[CH2:20][CH2:19][CH2:18][CH2:17][N:14]1[CH2:13][CH2:12][N:11]([C:2]2[CH:3]=[CH:4][C:5]3[C:10](=[CH:9][CH:8]=[CH:7][CH:6]=3)[N:1]=2)[CH2:16][CH2:15]1)([CH3:34])[CH3:33]. The catalyst class is: 7. (2) Reactant: [O:1]1CCO[CH:2]1[C:6]1[CH:7]=[C:8]([N:17]2[CH2:22][CH2:21][N:20]([CH:23]([CH3:25])[CH3:24])[CH2:19][CH2:18]2)[CH:9]=[C:10]([O:12][C:13]([F:16])([F:15])[F:14])[CH:11]=1.C(O)=O. Product: [CH:23]([N:20]1[CH2:19][CH2:18][N:17]([C:8]2[CH:7]=[C:6]([CH:11]=[C:10]([O:12][C:13]([F:16])([F:15])[F:14])[CH:9]=2)[CH:2]=[O:1])[CH2:22][CH2:21]1)([CH3:25])[CH3:24]. The catalyst class is: 6. (3) Reactant: [CH2:1]([PH:5][CH2:6][CH:7]([CH3:9])[CH3:8])[CH:2]([CH3:4])[CH3:3].CN([CH2:13][C-:14]1[CH:18]=[CH:17][CH:16]=[C:15]1[CH2:19]N(C)C)C.[CH-:23]1[CH:27]=[CH:26][CH:25]=[CH:24]1.[Fe+2:28]. Product: [CH2:1]([P:5]([CH2:13][C-:14]1[CH:18]=[CH:17][CH:16]=[C:15]1[CH2:19][P:5]([CH2:6][CH:27]([CH3:26])[CH3:23])[CH2:1][CH:2]([CH3:4])[CH3:3])[CH2:6][CH:7]([CH3:9])[CH3:8])[CH:2]([CH3:4])[CH3:3].[CH-:23]1[CH:27]=[CH:26][CH:25]=[CH:24]1.[Fe+2:28]. The catalyst class is: 15. (4) Reactant: [C:1]([OH:8])(=[O:7])[CH2:2][CH2:3][C:4]([OH:6])=[O:5].[Cl:9][C:10]1[CH:33]=[CH:32][C:13]([NH:14][C:15]2[C:24]3[C:19](=[CH:20][CH:21]=[CH:22][CH:23]=3)[C:18]([CH2:25][C:26]3[CH:31]=[CH:30][N:29]=[CH:28][CH:27]=3)=[N:17][N:16]=2)=[CH:12][CH:11]=1. Product: [C:1]([OH:8])(=[O:7])[CH2:2][CH2:3][C:4]([OH:6])=[O:5].[Cl:9][C:10]1[CH:11]=[CH:12][C:13]([NH:14][C:15]2[C:24]3[C:19](=[CH:20][CH:21]=[CH:22][CH:23]=3)[C:18]([CH2:25][C:26]3[CH:31]=[CH:30][N:29]=[CH:28][CH:27]=3)=[N:17][N:16]=2)=[CH:32][CH:33]=1. The catalyst class is: 8. (5) Reactant: O=C1[CH2:5][CH:4]([C:6]([OH:8])=[O:7])[CH2:3]1.O.[CH3:10][C:11]1C=CC(S(O)(=O)=O)=CC=1.[CH:21]([O:28][CH2:29][CH3:30])([O:25][CH2:26][CH3:27])OCC. Product: [CH2:29]([O:28][C:21]1([O:25][CH2:26][CH3:27])[CH2:3][CH:4]([C:6]([O:8][CH2:10][CH3:11])=[O:7])[CH2:5]1)[CH3:30]. The catalyst class is: 8. (6) Reactant: [C:1]([O:5][C:6]([N:8]1[CH2:13][CH2:12][CH:11]([C:14]2[CH:19]=[CH:18][CH:17]=[C:16]([C:20](O)=[O:21])[N:15]=2)[CH2:10][CH2:9]1)=[O:7])([CH3:4])([CH3:3])[CH3:2].[CH3:23][NH:24][C@H:25]1[C:34]2[C:29](=[CH:30][CH:31]=[CH:32][CH:33]=2)[CH2:28][CH2:27][CH2:26]1.C(N(C(C)C)CC)(C)C.F[P-](F)(F)(F)(F)F.N1(O[P+](N(C)C)(N(C)C)N(C)C)C2C=CC=CC=2N=N1. Product: [C:1]([O:5][C:6]([N:8]1[CH2:13][CH2:12][CH:11]([C:14]2[CH:19]=[CH:18][CH:17]=[C:16]([C:20](=[O:21])[N:24]([CH3:23])[CH:25]3[C:34]4[C:29](=[CH:30][CH:31]=[CH:32][CH:33]=4)[CH2:28][CH2:27][CH2:26]3)[N:15]=2)[CH2:10][CH2:9]1)=[O:7])([CH3:4])([CH3:2])[CH3:3]. The catalyst class is: 3. (7) Product: [F:7][C:8]1[CH:17]=[C:12]2[C:11](/[C:18](=[CH:19]/[C:20]3[N:21]([CH3:1])[N:22]=[CH:23][N:24]=3)/[O:26][C:13]2=[O:14])=[C:10]([N+:27]([O-:29])=[O:28])[CH:9]=1. Reactant: [CH2:1]1COCC1.Cl.[F:7][C:8]1[CH:9]=[C:10]([N+:27]([O-:29])=[O:28])[C:11]([C:18](=[O:26])[CH2:19][C:20]2[N:24]=[CH:23][N:22](C)[N:21]=2)=[C:12]([CH:17]=1)[C:13](OC)=[O:14]. The catalyst class is: 194.